From a dataset of Forward reaction prediction with 1.9M reactions from USPTO patents (1976-2016). Predict the product of the given reaction. (1) Given the reactants [F:1][C:2]1[CH:3]=[C:4]([NH2:10])[C:5]([NH2:9])=[CH:6][C:7]=1[F:8].O.[N:12]#[C:13]Br.C(=O)([O-])O.[Na+], predict the reaction product. The product is: [F:1][C:2]1[C:7]([F:8])=[CH:6][C:5]2[NH:9][C:13]([NH2:12])=[N:10][C:4]=2[CH:3]=1. (2) Given the reactants Cl[C:2]1[CH:7]=[CH:6][N:5]=[C:4]([NH2:8])[C:3]=1I.[NH2:10][C:11]1[CH:12]=[C:13]([OH:17])[CH:14]=[CH:15][CH:16]=1.[CH2:18]([O:25][C:26]1[CH:31]=[CH:30][C:29](B(O)O)=[CH:28][CH:27]=1)[C:19]1[CH:24]=[CH:23][CH:22]=[CH:21][CH:20]=1.[C:35](Cl)(=[O:38])[CH:36]=[CH2:37], predict the reaction product. The product is: [NH2:8][C:4]1[C:3]([C:29]2[CH:30]=[CH:31][C:26]([O:25][CH2:18][C:19]3[CH:24]=[CH:23][CH:22]=[CH:21][CH:20]=3)=[CH:27][CH:28]=2)=[C:2]([O:17][C:13]2[CH:12]=[C:11]([NH:10][C:35](=[O:38])[CH:36]=[CH2:37])[CH:16]=[CH:15][CH:14]=2)[CH:7]=[CH:6][N:5]=1. (3) The product is: [CH:15]1[C:16]2[CH2:10][CH2:5][CH2:3][CH2:2][C:17]=2[CH:18]=[C:13]([OH:12])[N:14]=1. Given the reactants Br[CH2:2][C:3]([C:5]1[CH:10]=CN=C(Cl)N=1)=O.[O:12]=[C:13]1[CH2:18][C:17](=O)[CH2:16][CH2:15][N:14]1C(OC(C)(C)C)=O.C([O-])(=O)C.[NH4+], predict the reaction product. (4) Given the reactants [Cl:1][C:2]1[C:7]([S:8]([NH2:11])(=[O:10])=[O:9])=[C:6]([OH:12])[C:5]([NH:13][C:14]2[C:17](=[O:18])[C:16](=[O:19])[C:15]=2Cl)=[CH:4][CH:3]=1.[CH3:21][O:22][C:23]1[CH:29]=[CH:28][CH:27]=[CH:26][C:24]=1[NH2:25], predict the reaction product. The product is: [CH3:21][O:22][C:23]1[CH:29]=[CH:28][CH:27]=[CH:26][C:24]=1[NH:25][C:15]1[C:16](=[O:19])[C:17](=[O:18])[C:14]=1[NH:13][C:5]1[C:6]([OH:12])=[C:7]([S:8]([NH2:11])(=[O:10])=[O:9])[C:2]([Cl:1])=[CH:3][CH:4]=1. (5) The product is: [F:31][C:29]1[CH:30]=[C:25]([CH:22]2[CH2:21][CH2:20][CH:19]([CH:16]3[CH2:17][CH2:18][CH:13]([CH2:10][CH2:11][CH3:12])[CH2:14][CH2:15]3)[CH2:24][CH2:23]2)[CH:26]=[C:27]([F:33])[C:28]=1[N:32]=[C:1]=[S:2]. Given the reactants [C:1](Cl)(Cl)=[S:2].N1C=CN=C1.[CH2:10]([CH:13]1[CH2:18][CH2:17][CH:16]([CH:19]2[CH2:24][CH2:23][CH:22]([C:25]3[CH:30]=[C:29]([F:31])[C:28]([NH2:32])=[C:27]([F:33])[CH:26]=3)[CH2:21][CH2:20]2)[CH2:15][CH2:14]1)[CH2:11][CH3:12], predict the reaction product. (6) Given the reactants [OH:1][C:2]1[CH:3]=[C:4]([NH:8][C:9](=[O:15])[O:10][C:11]([CH3:14])([CH3:13])[CH3:12])[CH:5]=[CH:6][CH:7]=1.[H-].[Na+].Br[CH2:19][CH:20]1[CH2:22][O:21]1, predict the reaction product. The product is: [O:21]1[CH2:22][CH:20]1[CH2:19][O:1][C:2]1[CH:3]=[C:4]([NH:8][C:9](=[O:15])[O:10][C:11]([CH3:12])([CH3:14])[CH3:13])[CH:5]=[CH:6][CH:7]=1. (7) The product is: [NH:21]1[C:29]2[C:24](=[C:25]([C:2]3[N:3]=[C:4]([N:15]4[CH2:20][CH2:19][O:18][CH2:17][CH2:16]4)[C:5]4[O:10][C:9]5[CH:11]=[CH:12][CH:13]=[CH:14][C:8]=5[C:6]=4[N:7]=3)[CH:26]=[CH:27][CH:28]=2)[CH:23]=[CH:22]1. Given the reactants Cl[C:2]1[N:3]=[C:4]([N:15]2[CH2:20][CH2:19][O:18][CH2:17][CH2:16]2)[C:5]2[O:10][C:9]3[CH:11]=[CH:12][CH:13]=[CH:14][C:8]=3[C:6]=2[N:7]=1.[NH:21]1[C:29]2[CH:28]=[CH:27][CH:26]=[C:25](B3OC(C)(C)C(C)(C)O3)[C:24]=2[CH:23]=[CH:22]1, predict the reaction product.